From a dataset of Forward reaction prediction with 1.9M reactions from USPTO patents (1976-2016). Predict the product of the given reaction. (1) Given the reactants [CH2:1]([C:3]1[C:8](=[O:9])[NH:7][C:6]([CH3:10])=[C:5]([C:11]2[S:15][C:14]([S:16](Cl)(=[O:18])=[O:17])=[CH:13][CH:12]=2)[CH:4]=1)[CH3:2].[F:20][C:21]1[CH:22]=[C:23]([CH:26]=[C:27]([F:29])[CH:28]=1)[CH2:24][NH2:25], predict the reaction product. The product is: [F:20][C:21]1[CH:22]=[C:23]([CH:26]=[C:27]([F:29])[CH:28]=1)[CH2:24][NH:25][S:16]([C:14]1[S:15][C:11]([C:5]2[CH:4]=[C:3]([CH2:1][CH3:2])[C:8](=[O:9])[NH:7][C:6]=2[CH3:10])=[CH:12][CH:13]=1)(=[O:18])=[O:17]. (2) Given the reactants Br[C:2]1[CH:3]=[C:4]([C:9]([F:12])([F:11])[F:10])[CH:5]=[CH:6][C:7]=1[Cl:8].C([Mg]Br)(C)C.S(C)C.B(F)(F)F.CCOCC.CO[CH:32]1[N:36]([C:37]([O:39][C:40]([CH3:43])([CH3:42])[CH3:41])=[O:38])[C@H:35]([C:44]([O:46][CH2:47][CH3:48])=[O:45])[CH2:34][CH2:33]1.[NH4+].[Cl-].[NH4+].[OH-], predict the reaction product. The product is: [Cl:8][C:7]1[CH:6]=[CH:5][C:4]([C:9]([F:12])([F:11])[F:10])=[CH:3][C:2]=1[C@H:32]1[N:36]([C:37]([O:39][C:40]([CH3:41])([CH3:42])[CH3:43])=[O:38])[C@H:35]([C:44]([O:46][CH2:47][CH3:48])=[O:45])[CH2:34][CH2:33]1. (3) Given the reactants [CH2:1]([O:4][C:5]([N:7]1[CH2:12][CH2:11][CH:10]([N:13]([CH2:23][CH2:24][NH:25]C(OC(C)(C)C)=O)[CH2:14][CH2:15][C:16]2[CH:21]=[CH:20][C:19]([Cl:22])=[CH:18][CH:17]=2)[CH2:9][CH2:8]1)=[O:6])[CH:2]=[CH2:3].Cl, predict the reaction product. The product is: [ClH:22].[NH2:25][CH2:24][CH2:23][N:13]([CH2:14][CH2:15][C:16]1[CH:21]=[CH:20][C:19]([Cl:22])=[CH:18][CH:17]=1)[CH:10]1[CH2:9][CH2:8][N:7]([C:5]([O:4][CH2:1][CH:2]=[CH2:3])=[O:6])[CH2:12][CH2:11]1. (4) Given the reactants [NH:1]1[CH2:6][CH2:5][O:4][CH2:3][CH2:2]1.[C:7]([N:14]1[CH2:20][CH2:19][CH2:18][C@H:15]1[CH:16]=O)([O:9][C:10]([CH3:13])([CH3:12])[CH3:11])=[O:8].N1C=CC=CC=1.B, predict the reaction product. The product is: [N:1]1([CH2:16][C@@H:15]2[CH2:18][CH2:19][CH2:20][N:14]2[C:7]([O:9][C:10]([CH3:11])([CH3:13])[CH3:12])=[O:8])[CH2:6][CH2:5][O:4][CH2:3][CH2:2]1. (5) The product is: [CH2:14]([O:8][C:7]1[CH:6]=[C:5]([CH:11]=[CH:10][CH:9]=1)[O:4][CH2:3][CH2:2][OH:1])[C:15]1[CH:20]=[CH:19][CH:18]=[CH:17][CH:16]=1. Given the reactants [OH:1][CH2:2][CH2:3][O:4][C:5]1[CH:11]=[CH:10][CH:9]=[C:7]([OH:8])[CH:6]=1.[OH-].[Na+].[CH2:14](Br)[C:15]1[CH:20]=[CH:19][CH:18]=[CH:17][CH:16]=1, predict the reaction product. (6) Given the reactants FC(F)(F)C(O)=O.[CH3:8][S:9]([C:12]1[CH:13]=[C:14]2[C:18](=[CH:19][CH:20]=1)[N:17]([C:21]1[N:26]=[CH:25][N:24]=[C:23]([O:27][CH:28]3[CH2:33][CH2:32][N:31]([C:34]([O:36][C:37](C)([CH3:39])[CH3:38])=[O:35])[CH2:30][CH2:29]3)[CH:22]=1)[CH2:16][CH2:15]2)(=[O:11])=[O:10].ClC(OC(C)C)=O.C(N(CC)CC)C, predict the reaction product. The product is: [CH3:8][S:9]([C:12]1[CH:13]=[C:14]2[C:18](=[CH:19][CH:20]=1)[N:17]([C:21]1[N:26]=[CH:25][N:24]=[C:23]([O:27][CH:28]3[CH2:29][CH2:30][N:31]([C:34]([O:36][CH:37]([CH3:39])[CH3:38])=[O:35])[CH2:32][CH2:33]3)[CH:22]=1)[CH2:16][CH2:15]2)(=[O:11])=[O:10]. (7) Given the reactants [CH:1]1([CH:6]([C:10]2[CH:15]=[CH:14][C:13]([C:16]([F:19])([F:18])[F:17])=[CH:12][CH:11]=2)[C:7](O)=[O:8])[CH2:5][CH2:4][CH2:3][CH2:2]1.O.ON1C2C=CC=CC=2N=N1.C(N(CC)C(C)C)(C)C.[NH2:40][C:41]1[CH:42]=[C:43]([CH:55]=[CH:56][CH:57]=1)[CH2:44][C:45]1([C:48]([O:50][C:51]([CH3:54])([CH3:53])[CH3:52])=[O:49])[CH2:47][CH2:46]1.CN(C(ON1N=NC2C=CC=NC1=2)=[N+](C)C)C.F[P-](F)(F)(F)(F)F, predict the reaction product. The product is: [CH:1]1([CH:6]([C:10]2[CH:15]=[CH:14][C:13]([C:16]([F:17])([F:18])[F:19])=[CH:12][CH:11]=2)[C:7]([NH:40][C:41]2[CH:42]=[C:43]([CH:55]=[CH:56][CH:57]=2)[CH2:44][C:45]2([C:48]([O:50][C:51]([CH3:54])([CH3:52])[CH3:53])=[O:49])[CH2:47][CH2:46]2)=[O:8])[CH2:5][CH2:4][CH2:3][CH2:2]1. (8) Given the reactants [CH3:1][C:2]1[C:3]([N+:10]([O-:12])=[O:11])=[C:4]([CH:7]=[CH:8][CH:9]=1)[CH2:5][OH:6], predict the reaction product. The product is: [CH3:1][C:2]1[C:3]([N+:10]([O-:12])=[O:11])=[C:4]([CH:7]=[CH:8][CH:9]=1)[CH:5]=[O:6]. (9) Given the reactants [CH3:1][O:2][C:3]1[CH:4]=[C:5]([CH:9]=[CH:10][C:11]=1[O:12][CH3:13])[C:6]([OH:8])=O.CCN=C=NCCCN(C)C.C1C=CC2N(O)N=NC=2C=1.O[NH:36]/[C:37](=[N:54]\[H])/[C:38]1[CH:39]=[CH:40][CH:41]=[C:42]2[C:46]=1[NH:45][CH:44]=[C:43]2[CH2:47][CH2:48][C:49]([O:51][CH2:52][CH3:53])=[O:50].CCCC[N+](CCCC)(CCCC)CCCC.[F-], predict the reaction product. The product is: [CH3:1][O:2][C:3]1[CH:4]=[C:5]([C:6]2[O:8][N:54]=[C:37]([C:38]3[CH:39]=[CH:40][CH:41]=[C:42]4[C:46]=3[NH:45][CH:44]=[C:43]4[CH2:47][CH2:48][C:49]([O:51][CH2:52][CH3:53])=[O:50])[N:36]=2)[CH:9]=[CH:10][C:11]=1[O:12][CH3:13].